Dataset: Forward reaction prediction with 1.9M reactions from USPTO patents (1976-2016). Task: Predict the product of the given reaction. (1) The product is: [C:14]([O:1][CH2:2][CH2:3][CH2:4][CH2:5][N:6]1[CH:13]=[CH:12][C:10](=[O:11])[NH:9][C:7]1=[O:8])([C:15]1[CH:20]=[CH:19][CH:18]=[CH:17][CH:16]=1)([C:27]1[CH:28]=[CH:29][CH:30]=[CH:31][CH:32]=1)[C:21]1[CH:22]=[CH:23][CH:24]=[CH:25][CH:26]=1. Given the reactants [OH:1][CH2:2][CH2:3][CH2:4][CH2:5][N:6]1[CH:13]=[CH:12][C:10](=[O:11])[NH:9][C:7]1=[O:8].[C:14](Cl)([C:27]1[CH:32]=[CH:31][CH:30]=[CH:29][CH:28]=1)([C:21]1[CH:26]=[CH:25][CH:24]=[CH:23][CH:22]=1)[C:15]1[CH:20]=[CH:19][CH:18]=[CH:17][CH:16]=1, predict the reaction product. (2) Given the reactants [CH2:1]([O:3][C:4]([C:6]1[NH:7][N:8]=[C:9]([CH2:11][CH2:12][CH3:13])[CH:10]=1)=[O:5])[CH3:2].C([O-])([O-])=O.[K+].[K+].Cl[CH2:21][C:22]([N:24]1[CH2:29][CH2:28][N:27]([C:30]2[CH:35]=[CH:34][C:33]([F:36])=[CH:32][CH:31]=2)[CH2:26][CH2:25]1)=[O:23].CN(C=O)C, predict the reaction product. The product is: [CH2:1]([O:3][C:4]([C:6]1[N:7]([CH2:21][C:22]([N:24]2[CH2:25][CH2:26][N:27]([C:30]3[CH:35]=[CH:34][C:33]([F:36])=[CH:32][CH:31]=3)[CH2:28][CH2:29]2)=[O:23])[N:8]=[C:9]([CH2:11][CH2:12][CH3:13])[CH:10]=1)=[O:5])[CH3:2]. (3) The product is: [NH:7]1[C:11]2=[N:12][CH:13]=[CH:14][CH:15]=[C:10]2[CH:9]=[CH:8]1. Given the reactants COCCOC[N:7]1[C:11]2=[N:12][CH:13]=[C:14](N3CCOCC3)[CH:15]=[C:10]2[C:9](C2C=CC=CC=2OC)=[CH:8]1.C(O)=O.C(=O)(O)[O-].[Na+].C(OCC)(=O)C, predict the reaction product.